This data is from CYP3A4 inhibition data for predicting drug metabolism from PubChem BioAssay. The task is: Regression/Classification. Given a drug SMILES string, predict its absorption, distribution, metabolism, or excretion properties. Task type varies by dataset: regression for continuous measurements (e.g., permeability, clearance, half-life) or binary classification for categorical outcomes (e.g., BBB penetration, CYP inhibition). Dataset: cyp3a4_veith. (1) The drug is C#CCCCO/N=C1/C[C@@H](O)[C@@H](O)[C@H]2[C@@H]1CC[C@@H]1C(=O)N([C@@H](C)c3ccccc3)C(=O)[C@H]12. The result is 1 (inhibitor). (2) The drug is COc1cc(CNC2CCCC2)cc(Cl)c1OCc1ccccc1Cl.Cl. The result is 1 (inhibitor). (3) The molecule is C/C(=N\OC(=O)c1ccccc1)c1cc(-c2ccc(Cl)cc2)no1. The result is 0 (non-inhibitor). (4) The result is 1 (inhibitor). The compound is COc1cc(OC)c(C2C(C(=O)Nc3ccc(C)cc3C)=C(C)Nc3ncnn32)cc1OC. (5) The compound is CNc1c2c(nn1C)CCCC2. The result is 0 (non-inhibitor). (6) The molecule is Cc1cccc(C(=O)N/N=C/c2ccc(OCC(=O)N3CCCCC3)cc2)c1. The result is 1 (inhibitor). (7) The drug is COCCN1C(=O)c2ccccc2C(C(=O)Nc2ccc3c(c2)OCCO3)C1c1ccc(F)cc1. The result is 0 (non-inhibitor). (8) The molecule is CCCCCCCCCCn1cc(C(C)=O)c(=O)[nH]c1=O. The result is 0 (non-inhibitor).